From a dataset of Reaction yield outcomes from USPTO patents with 853,638 reactions. Predict the reaction yield, written as a fraction of the theoretical maximum amount of product (1.0 means a 100% yield; for example, 0.34 means a 34% yield). (1) The reactants are Br[C:2]1[S:6][C:5]([NH:7][C:8]([NH:10][C:11]2[CH:16]=[CH:15][C:14]([CH3:17])=[CH:13][C:12]=2[C:18]([CH:20]2[CH2:24][CH2:23][CH2:22][CH2:21]2)=[O:19])=[O:9])=[N:4][CH:3]=1.[CH3:25][N:26]1[C:30]([SH:31])=[N:29][N:28]=[N:27]1. No catalyst specified. The product is [CH:20]1([C:18]([C:12]2[CH:13]=[C:14]([CH3:17])[CH:15]=[CH:16][C:11]=2[NH:10][C:8]([NH:7][C:5]2[S:6][C:2]([S:31][C:30]3[N:26]([CH3:25])[N:27]=[N:28][N:29]=3)=[CH:3][N:4]=2)=[O:9])=[O:19])[CH2:24][CH2:23][CH2:22][CH2:21]1. The yield is 0.300. (2) The reactants are [OH:1][C:2]1[CH:11]=[C:10]2[C:5]([C:6]([O:12][C:13]3[C:14]([CH3:23])=[N:15][C:16]4[C:21]([CH:22]=3)=[CH:20][CH:19]=[CH:18][N:17]=4)=[CH:7][CH:8]=[N:9]2)=[CH:4][C:3]=1[O:24][CH3:25].C(=O)([O-])[O-].[K+].[K+].Br[CH2:33][CH2:34][CH2:35][OH:36]. The catalyst is CN(C)C=O. The product is [CH3:25][O:24][C:3]1[CH:4]=[C:5]2[C:10](=[CH:11][C:2]=1[O:1][CH2:33][CH2:34][CH2:35][OH:36])[N:9]=[CH:8][CH:7]=[C:6]2[O:12][C:13]1[C:14]([CH3:23])=[N:15][C:16]2[C:21]([CH:22]=1)=[CH:20][CH:19]=[CH:18][N:17]=2. The yield is 0.710.